From a dataset of Full USPTO retrosynthesis dataset with 1.9M reactions from patents (1976-2016). Predict the reactants needed to synthesize the given product. (1) Given the product [NH3:11].[Cl:1][C:2]1[CH:3]=[C:4]([C:9]2[NH:13][C:12]([C:14]([N:16]3[CH2:21][CH2:20][CH2:19][CH2:18][CH2:17]3)=[O:15])=[N:11][C:10]=2[C:22]2[CH:23]=[CH:24][N:25]=[CH:26][CH:27]=2)[CH:5]=[CH:6][C:7]=1[Cl:8], predict the reactants needed to synthesize it. The reactants are: [Cl:1][C:2]1[CH:3]=[C:4]([C:9]2[NH:13][C:12]([C:14]([N:16]3[CH2:21][CH2:20][CH2:19][CH2:18][CH2:17]3)=[O:15])=[N:11][C:10]=2[C:22]2[CH:27]=[CH:26][N:25]=[CH:24][CH:23]=2)[CH:5]=[CH:6][C:7]=1[Cl:8].N1CCCCC1.C(N(CC)CC)C. (2) Given the product [CH:4]1([CH2:10][N:11]2[CH2:16][CH2:15][N:14]([C:17]3[CH:22]=[CH:21][N:20]=[C:19]([NH:23][C:24]4[CH:25]=[C:26]([CH:29]=[CH:30][CH:31]=4)[C:27]#[N:28])[N:18]=3)[CH:13]([C:32]3[CH:33]=[CH:34][CH:35]=[CH:36][CH:37]=3)[C:12]2=[O:38])[CH2:3][CH2:1]1, predict the reactants needed to synthesize it. The reactants are: [C:1]([C:3]1[CH:4]=C(C=CC=1)N)#N.[CH3:10][N:11]1[CH2:16][CH2:15][N:14]([C:17]2[CH:22]=[CH:21][N:20]=[C:19]([NH:23][C:24]3[CH:25]=[C:26]([CH:29]=[CH:30][CH:31]=3)[C:27]#[N:28])[N:18]=2)[CH:13]([C:32]2[CH:37]=[CH:36][CH:35]=[CH:34][CH:33]=2)[C:12]1=[O:38]. (3) Given the product [CH2:16]([N:8]([CH2:1][C:2]1[CH:3]=[CH:4][CH:5]=[CH:6][CH:7]=1)[CH2:9][CH2:10][C:11]1([OH:13])[CH2:24][CH2:23]1)[C:17]1[CH:18]=[CH:19][CH:20]=[CH:21][CH:22]=1, predict the reactants needed to synthesize it. The reactants are: [CH2:1]([N:8]([CH2:16][C:17]1[CH:22]=[CH:21][CH:20]=[CH:19][CH:18]=1)[CH2:9][CH2:10][C:11]([O:13]CC)=O)[C:2]1[CH:7]=[CH:6][CH:5]=[CH:4][CH:3]=1.[CH2:23]([Mg]Br)[CH3:24].[NH4+].[Cl-]. (4) The reactants are: [C:1]([C:5]1[CH:10]=[CH:9][C:8]([NH:11][C:12]([C:14]2[CH:23]=[CH:22][C:17]([C:18]([O:20]C)=[O:19])=[CH:16][CH:15]=2)=[O:13])=[CH:7][CH:6]=1)([CH3:4])([CH3:3])[CH3:2].[Li+].[OH-]. Given the product [C:1]([C:5]1[CH:6]=[CH:7][C:8]([NH:11][C:12]([C:14]2[CH:15]=[CH:16][C:17]([C:18]([OH:20])=[O:19])=[CH:22][CH:23]=2)=[O:13])=[CH:9][CH:10]=1)([CH3:4])([CH3:2])[CH3:3], predict the reactants needed to synthesize it. (5) Given the product [OH:4][CH2:5][C@H:6]([N:8]1[C:13](=[O:14])[C:12]([C:15]2[N:19]([C:20]3[CH:21]=[CH:22][C:23]([C:26]#[N:27])=[CH:24][CH:25]=3)[N:18]=[CH:17][CH:16]=2)=[C:11]([CH3:28])[N:10]([C:29]2[CH:34]=[CH:33][CH:32]=[C:31]([C:35]([F:37])([F:38])[F:36])[CH:30]=2)[C:9]1=[O:39])[CH3:7], predict the reactants needed to synthesize it. The reactants are: C([O:4][CH2:5][C@H:6]([N:8]1[C:13](=[O:14])[C:12]([C:15]2[N:19]([C:20]3[CH:25]=[CH:24][C:23]([C:26]#[N:27])=[CH:22][CH:21]=3)[N:18]=[CH:17][CH:16]=2)=[C:11]([CH3:28])[N:10]([C:29]2[CH:34]=[CH:33][CH:32]=[C:31]([C:35]([F:38])([F:37])[F:36])[CH:30]=2)[C:9]1=[O:39])[CH3:7])(=O)C.[OH-].[Na+].C(OCC)(=O)C. (6) Given the product [NH2:1][C:2]1[C:10]([OH:11])=[CH:9][CH:8]=[CH:7][C:3]=1[C:4]([O:6][CH3:16])=[O:5], predict the reactants needed to synthesize it. The reactants are: [NH2:1][C:2]1[C:10]([OH:11])=[CH:9][CH:8]=[CH:7][C:3]=1[C:4]([OH:6])=[O:5].O=S(Cl)Cl.[CH3:16]O. (7) Given the product [Cl:1][C:2]1[CH:3]=[C:4]([CH:31]=[CH:32][CH:33]=1)[CH2:5][O:6][C:7]1[CH:16]=[C:15]2[C:10]([CH2:11][CH:12]([CH2:25][C:26]([O:28][CH2:29][CH3:30])=[O:27])[C:13](=[O:24])[NH:14]2)=[CH:9][CH:8]=1, predict the reactants needed to synthesize it. The reactants are: [Cl:1][C:2]1[CH:3]=[C:4]([CH:31]=[CH:32][CH:33]=1)[CH2:5][O:6][C:7]1[CH:16]=[C:15]2[C:10]([CH2:11][CH:12]([CH2:25][C:26]([O:28][CH2:29][CH3:30])=[O:27])[C:13](=[O:24])[N:14]2C(OC(C)(C)C)=O)=[CH:9][CH:8]=1.Cl.O1CCOCC1.CC(O)C.